From a dataset of Catalyst prediction with 721,799 reactions and 888 catalyst types from USPTO. Predict which catalyst facilitates the given reaction. Reactant: [CH2:1]([NH2:5])[C:2]([OH:4])=[O:3].C([O-])(O)=O.[Na+].[CH2:11]([C:15]1[CH:24]=[CH:23][CH:22]=[C:21]2[C:16]=1[CH:17]=[CH:18][C:19]([NH:29][CH3:30])=[C:20]2[S:25](Cl)(=[O:27])=[O:26])[CH2:12][CH2:13][CH3:14]. Product: [CH2:11]([C:15]1[CH:24]=[CH:23][CH:22]=[C:21]2[C:16]=1[CH:17]=[CH:18][C:19]([NH:29][CH3:30])=[C:20]2[S:25]([NH:5][CH2:1][C:2]([OH:4])=[O:3])(=[O:27])=[O:26])[CH2:12][CH2:13][CH3:14]. The catalyst class is: 283.